The task is: Predict which catalyst facilitates the given reaction.. This data is from Catalyst prediction with 721,799 reactions and 888 catalyst types from USPTO. (1) Reactant: [CH2:1]([O:8][C:9](=[O:15])[CH2:10][CH2:11][C:12](O)=[O:13])[C:2]1[CH:7]=[CH:6][CH:5]=[CH:4][CH:3]=1.S(Cl)([Cl:18])=O. The catalyst class is: 588. Product: [CH2:1]([O:8][C:9](=[O:15])[CH2:10][CH2:11][C:12]([Cl:18])=[O:13])[C:2]1[CH:7]=[CH:6][CH:5]=[CH:4][CH:3]=1. (2) Product: [CH:14]1([C:12]([N:8]2[C:9]3[C:4](=[C:3]([O:18][C:19]4[CH:24]=[CH:23][CH:22]=[CH:21][CH:20]=4)[C:2]([C:25]#[CH:26])=[CH:11][CH:10]=3)[CH2:5][CH2:6][C@@H:7]2[CH3:17])=[O:13])[CH2:16][CH2:15]1. Reactant: Br[C:2]1[C:3]([O:18][C:19]2[CH:24]=[CH:23][CH:22]=[CH:21][CH:20]=2)=[C:4]2[C:9](=[CH:10][CH:11]=1)[N:8]([C:12]([CH:14]1[CH2:16][CH2:15]1)=[O:13])[C@@H:7]([CH3:17])[CH2:6][CH2:5]2.[CH2:25]([Sn](CCCC)(CCCC)C#C)[CH2:26]CC.C(OCC)(=O)C. The catalyst class is: 427. (3) Reactant: [F:1][C:2]1[C:7]([O:8][CH3:9])=[CH:6][C:5]([O:10][CH3:11])=[C:4]([F:12])[C:3]=1[N:13]1[CH2:18][C:17]2[CH:19]=[N:20][C:21]3[NH:25][CH:24]=[CH:23][C:22]=3[C:16]=2[N:15]([CH2:26][CH3:27])[C:14]1=[O:28].[H-].[Na+].[C:31]1([S:37](Cl)(=[O:39])=[O:38])[CH:36]=[CH:35][CH:34]=[CH:33][CH:32]=1. Product: [F:12][C:4]1[C:5]([O:10][CH3:11])=[CH:6][C:7]([O:8][CH3:9])=[C:2]([F:1])[C:3]=1[N:13]1[CH2:18][C:17]2[CH:19]=[N:20][C:21]3[N:25]([S:37]([C:31]4[CH:36]=[CH:35][CH:34]=[CH:33][CH:32]=4)(=[O:39])=[O:38])[CH:24]=[CH:23][C:22]=3[C:16]=2[N:15]([CH2:26][CH3:27])[C:14]1=[O:28]. The catalyst class is: 9. (4) The catalyst class is: 4. Product: [OH:1][CH2:2][CH:3]1[CH2:32][CH:4]1[C:5]1[C:10](=[O:11])[N:9]2[CH:12]=[CH:13][C:14]([CH2:16][CH2:17][C:18]3[S:19][CH:20]=[C:21]([CH:23]([CH3:25])[CH3:24])[N:22]=3)=[CH:15][C:8]2=[N:7][C:6]=1[N:26]1[CH2:31][CH2:30][O:29][CH2:28][CH2:27]1. Reactant: [OH:1][CH2:2]/[CH:3]=[CH:4]/[C:5]1[C:10](=[O:11])[N:9]2[CH:12]=[CH:13][C:14]([CH2:16][CH2:17][C:18]3[S:19][CH:20]=[C:21]([CH:23]([CH3:25])[CH3:24])[N:22]=3)=[CH:15][C:8]2=[N:7][C:6]=1[N:26]1[CH2:31][CH2:30][O:29][CH2:28][CH2:27]1.[CH2:32]([Zn]CC)C.CCCCCC.IC.[Cl-].[NH4+]. (5) Reactant: [Si]([O:8][CH2:9][CH2:10][CH2:11][C@@H:12]1[N:17]([S:18]([C:21]2[CH:26]=[CH:25][CH:24]=[CH:23][CH:22]=2)(=[O:20])=[O:19])[CH2:16][CH2:15][N:14]([C:27]([O:29][CH2:30][C:31]2[CH:36]=[CH:35][CH:34]=[CH:33][CH:32]=2)=[O:28])[CH2:13]1)(C(C)(C)C)(C)C.CCCC[N+](CCCC)(CCCC)CCCC.[F-]. Product: [OH:8][CH2:9][CH2:10][CH2:11][C@@H:12]1[N:17]([S:18]([C:21]2[CH:26]=[CH:25][CH:24]=[CH:23][CH:22]=2)(=[O:20])=[O:19])[CH2:16][CH2:15][N:14]([C:27]([O:29][CH2:30][C:31]2[CH:36]=[CH:35][CH:34]=[CH:33][CH:32]=2)=[O:28])[CH2:13]1. The catalyst class is: 49. (6) Reactant: [CH:1]1([C:5](Cl)=[O:6])[CH2:4][CH2:3][CH2:2]1.[CH2:8]([OH:15])[C:9]1[CH:14]=[CH:13][CH:12]=[CH:11][CH:10]=1.C(N(CC)CC)C. Product: [CH:1]1([C:5]([O:15][CH2:8][C:9]2[CH:14]=[CH:13][CH:12]=[CH:11][CH:10]=2)=[O:6])[CH2:4][CH2:3][CH2:2]1. The catalyst class is: 22. (7) Reactant: [CH:1]1([CH2:4][N:5]([C@@H:13]2[CH2:15][C@H:14]2[C:16]2[CH:21]=[CH:20][CH:19]=[C:18]([C:22](=[O:30])[NH:23][C:24]3[CH:25]=[N:26][N:27]([CH3:29])[CH:28]=3)[CH:17]=2)C(=O)OC(C)(C)C)[CH2:3][CH2:2]1.[ClH:31].C(OCC)(=O)C. Product: [ClH:31].[ClH:31].[CH:1]1([CH2:4][NH:5][C@@H:13]2[CH2:15][C@H:14]2[C:16]2[CH:17]=[C:18]([CH:19]=[CH:20][CH:21]=2)[C:22]([NH:23][C:24]2[CH:25]=[N:26][N:27]([CH3:29])[CH:28]=2)=[O:30])[CH2:3][CH2:2]1. The catalyst class is: 36.